From a dataset of Forward reaction prediction with 1.9M reactions from USPTO patents (1976-2016). Predict the product of the given reaction. The product is: [CH3:4][O:5][C:6]1[CH:11]=[CH:10][CH:9]=[CH:8][C:7]=1[CH2:12][CH2:13][OH:14]. Given the reactants [H-].[Al+3].[Li+].[CH3:4][O:5][C:6]1[CH:11]=[CH:10][CH:9]=[CH:8][C:7]=1[CH2:12][CH2:13][OH:14].[H-].[H-].[H-].COC(=O)CC1C=CC=CC=1OC.[OH-].[Na+], predict the reaction product.